The task is: Predict the reactants needed to synthesize the given product.. This data is from Full USPTO retrosynthesis dataset with 1.9M reactions from patents (1976-2016). (1) Given the product [N:17]1[CH:18]=[CH:19][CH:20]=[C:15]([CH2:14][N:11]2[CH2:10][CH2:9][CH:8]([NH2:7])[CH2:13][CH2:12]2)[CH:16]=1, predict the reactants needed to synthesize it. The reactants are: [BH4-].[Na+].FC(F)(F)C([NH:7][CH:8]1[CH2:13][CH2:12][N:11]([CH2:14][C:15]2[CH:16]=[N:17][CH:18]=[CH:19][CH:20]=2)[CH2:10][CH2:9]1)=O. (2) Given the product [N:1]1[CH:2]=[CH:3][N:4]2[CH:9]=[C:8]([NH:10][C:11]3[N:15]=[C:14]([NH2:16])[NH:13][N:12]=3)[CH:7]=[CH:6][C:5]=12, predict the reactants needed to synthesize it. The reactants are: [N:1]1[CH:2]=[CH:3][N:4]2[CH:9]=[C:8]([NH:10][C:11]3[N:15]=[C:14]([N:16](CC4C=CC(OC)=CC=4)CC4C=CC(OC)=CC=4)[N:13](CC4C=CC(OC)=CC=4)[N:12]=3)[CH:7]=[CH:6][C:5]=12.C(O)(C(F)(F)F)=O. (3) Given the product [CH3:1][O:2][C:3]1[CH:8]=[CH:7][CH:6]=[CH:5][C:4]=1[N:9]1[CH2:10][CH2:11][N:12]([CH2:15][CH:16]2[CH2:21][CH2:20][CH2:19][N:18]([CH2:23][CH2:24][C:25]3[C:33]4[C:28](=[CH:29][CH:30]=[CH:31][CH:32]=4)[NH:27][CH:26]=3)[CH2:17]2)[CH2:13][CH2:14]1, predict the reactants needed to synthesize it. The reactants are: [CH3:1][O:2][C:3]1[CH:8]=[CH:7][CH:6]=[CH:5][C:4]=1[N:9]1[CH2:14][CH2:13][N:12]([CH2:15][CH:16]2[CH2:21][CH2:20][CH2:19][NH:18][CH2:17]2)[CH2:11][CH2:10]1.Br[CH2:23][CH2:24][C:25]1[C:33]2[C:28](=[CH:29][CH:30]=[CH:31][CH:32]=2)[NH:27][CH:26]=1.C(=O)([O-])[O-].[K+].[K+].O. (4) Given the product [Cl:27][C:16]1[C:15]([NH:14][C:11]([C:4]2[C:5]3[C:10](=[CH:9][CH:8]=[CH:7][CH:6]=3)[N:2]([CH3:1])[CH:3]=2)=[O:12])=[CH:20][CH:19]=[C:18]([CH2:21][C:22]([O:24][CH2:25][CH3:26])=[O:23])[N:17]=1, predict the reactants needed to synthesize it. The reactants are: [CH3:1][N:2]1[C:10]2[C:5](=[CH:6][CH:7]=[CH:8][CH:9]=2)[C:4]([C:11](Cl)=[O:12])=[CH:3]1.[NH2:14][C:15]1[C:16]([Cl:27])=[N:17][C:18]([CH2:21][C:22]([O:24][CH2:25][CH3:26])=[O:23])=[CH:19][CH:20]=1.C(N(CC)CC)C.O. (5) Given the product [CH2:1]([C:3]1[N:7]=[C:6]([C:8]2[S:12][C:11]([NH:13][C:26]([CH:20]3[CH2:25][CH2:24][CH2:23][CH2:22][CH2:21]3)=[O:27])=[N:10][C:9]=2[C:14]2[CH:19]=[CH:18][CH:17]=[CH:16][CH:15]=2)[O:5][N:4]=1)[CH3:2], predict the reactants needed to synthesize it. The reactants are: [CH2:1]([C:3]1[N:7]=[C:6]([C:8]2[S:12][C:11]([NH2:13])=[N:10][C:9]=2[C:14]2[CH:19]=[CH:18][CH:17]=[CH:16][CH:15]=2)[O:5][N:4]=1)[CH3:2].[CH:20]1([C:26](Cl)=[O:27])[CH2:25][CH2:24][CH2:23][CH2:22][CH2:21]1. (6) Given the product [C:1]1([C:19]2[CH:20]=[CH:21][CH:22]=[CH:23][CH:24]=2)[CH:6]=[CH:5][C:4]([O:7][C:8]2[CH:13]=[N:12][CH:11]=[C:10]3[S:14][C:15]([CH:17]([C:25]4[CH:30]=[CH:29][CH:28]=[CH:27][CH:26]=4)[OH:18])=[CH:16][C:9]=23)=[CH:3][CH:2]=1, predict the reactants needed to synthesize it. The reactants are: [C:1]1([C:19]2[CH:24]=[CH:23][CH:22]=[CH:21][CH:20]=2)[CH:6]=[CH:5][C:4]([O:7][C:8]2[CH:13]=[N:12][CH:11]=[C:10]3[S:14][C:15]([CH:17]=[O:18])=[CH:16][C:9]=23)=[CH:3][CH:2]=1.[C:25]1([Mg]Cl)[CH:30]=[CH:29][CH:28]=[CH:27][CH:26]=1. (7) The reactants are: [NH:1](C(OC(C)(C)C)=O)[C@H:2]([C:5]([OH:7])=[O:6])[CH2:3][NH2:4].[N:15]1([CH2:20][CH2:21][NH2:22])[CH:19]=[CH:18][N:17]=[CH:16]1.[C:23]([OH:29])([C:25]([F:28])([F:27])[F:26])=[O:24]. Given the product [NH2:1][C@H:2]([C:5]([OH:7])=[O:6])[CH2:3][NH2:4].[OH:29][C:23]([C:25]([F:28])([F:27])[F:26])=[O:24].[N:15]1([CH2:20][CH2:21][NH2:22])[CH:19]=[CH:18][N:17]=[CH:16]1, predict the reactants needed to synthesize it.